From a dataset of Forward reaction prediction with 1.9M reactions from USPTO patents (1976-2016). Predict the product of the given reaction. (1) Given the reactants COCCN(S(F)(F)[F:11])CCOC.C1(C)C=CC=CC=1.[CH2:21]([N:23]1[N:27]=[N:26][C:25]([C:28]2[CH:33]=[CH:32][C:31]([C:34]([C:39]3[CH:44]=[CH:43][C:42]([CH:45](O)[CH2:46][C:47]4[CH:52]=[CH:51][CH:50]=[CH:49][N:48]=4)=[CH:41][CH:40]=3)([CH3:38])[CH:35]([CH3:37])[CH3:36])=[CH:30][CH:29]=2)=[N:24]1)[CH3:22], predict the reaction product. The product is: [CH2:21]([N:23]1[N:27]=[N:26][C:25]([C:28]2[CH:33]=[CH:32][C:31]([C:34]([C:39]3[CH:44]=[CH:43][C:42]([CH:45]([F:11])[CH2:46][C:47]4[CH:52]=[CH:51][CH:50]=[CH:49][N:48]=4)=[CH:41][CH:40]=3)([CH3:38])[CH:35]([CH3:37])[CH3:36])=[CH:30][CH:29]=2)=[N:24]1)[CH3:22]. (2) Given the reactants [Cl:1][C:2]1[N:7]=[N:6][C:5]([NH2:8])=[CH:4][CH:3]=1.Cl[CH2:10][C:11](=O)[CH3:12].C(N(CC)CC)C, predict the reaction product. The product is: [Cl:1][C:2]1[CH:3]=[CH:4][C:5]2[N:6]([CH:10]=[C:11]([CH3:12])[N:8]=2)[N:7]=1. (3) Given the reactants Cl.[F:2][C:3]1[CH:4]=[C:5]([CH:26]=[CH:27][CH:28]=1)[CH2:6][O:7][C:8]1[CH:13]=[CH:12][C:11]([NH:14][C:15]2[C:24]3[C:19](=[CH:20][CH:21]=[C:22](I)[CH:23]=3)[N:18]=[CH:17][N:16]=2)=[CH:10][CH:9]=1.[CH:29]([O-])=[O:30].[Na+].C(N(CC)CC)C, predict the reaction product. The product is: [F:2][C:3]1[CH:4]=[C:5]([CH:26]=[CH:27][CH:28]=1)[CH2:6][O:7][C:8]1[CH:13]=[CH:12][C:11]([NH:14][C:15]2[C:24]3[C:19](=[CH:20][CH:21]=[C:22]([CH:29]=[O:30])[CH:23]=3)[N:18]=[CH:17][N:16]=2)=[CH:10][CH:9]=1. (4) The product is: [CH2:1]([O:8][C:9]1[CH:10]=[C:11]([CH3:30])[C:12]([CH2:16][C:18]2[CH:19]=[CH:20][C:21]([CH2:24][CH2:25][O:26][CH2:27][O:28][CH3:29])=[CH:22][CH:23]=2)=[CH:13][C:14]=1[Br:15])[C:2]1[CH:3]=[CH:4][CH:5]=[CH:6][CH:7]=1. Given the reactants [CH2:1]([O:8][C:9]1[C:14]([Br:15])=[CH:13][C:12]([CH:16]([C:18]2[CH:23]=[CH:22][C:21]([CH2:24][CH2:25][O:26][CH2:27][O:28][CH3:29])=[CH:20][CH:19]=2)O)=[C:11]([CH3:30])[CH:10]=1)[C:2]1[CH:7]=[CH:6][CH:5]=[CH:4][CH:3]=1.[SiH](CC)(CC)CC.B(F)(F)F.CCOCC.C(=O)(O)[O-].[Na+], predict the reaction product. (5) Given the reactants [OH:1][C:2]1[C:9](/[CH:10]=[CH:11]/[CH3:12])=[CH:8][C:5]([C:6]#[N:7])=[CH:4][C:3]=1[N+:13]([O-])=O, predict the reaction product. The product is: [NH2:13][C:3]1[CH:4]=[C:5]([CH:8]=[C:9]([CH2:10][CH2:11][CH3:12])[C:2]=1[OH:1])[C:6]#[N:7].